From a dataset of Reaction yield outcomes from USPTO patents with 853,638 reactions. Predict the reaction yield, written as a fraction of the theoretical maximum amount of product (1.0 means a 100% yield; for example, 0.34 means a 34% yield). No catalyst specified. The reactants are C1(C2C(O)=[N:6][CH:7]=[N:8][C:9]=2O)CC1.O=P(Cl)(Cl)[Cl:14].CCN([CH:23]([CH3:25])[CH3:24])C(C)C.Cl[CH2:27][CH2:28][Cl:29]. The yield is 0.780. The product is [Cl:29][C:28]1[C:27]([CH:23]2[CH2:25][CH2:24]2)=[C:9]([Cl:14])[N:8]=[CH:7][N:6]=1.